Dataset: Catalyst prediction with 721,799 reactions and 888 catalyst types from USPTO. Task: Predict which catalyst facilitates the given reaction. (1) Reactant: CS(O[CH2:6][C:7]1[C:11]([C:12]2[CH:17]=[CH:16][CH:15]=[CH:14][C:13]=2[C:18](=[O:26])[C:19]2[CH:24]=[CH:23][C:22]([Cl:25])=[CH:21][CH:20]=2)=[C:10]([CH3:27])[O:9][N:8]=1)(=O)=O.CN(C=O)C.[N-:33]=[N+:34]=[N-:35].[Na+]. Product: [N:33]([CH2:6][C:7]1[C:11]([C:12]2[CH:17]=[CH:16][CH:15]=[CH:14][C:13]=2[C:18]([C:19]2[CH:24]=[CH:23][C:22]([Cl:25])=[CH:21][CH:20]=2)=[O:26])=[C:10]([CH3:27])[O:9][N:8]=1)=[N+:34]=[N-:35]. The catalyst class is: 6. (2) Reactant: [C:1]1([C:7]([CH2:9][C:10]2[CH:15]=[CH:14][CH:13]=[CH:12][CH:11]=2)=[O:8])[CH:6]=[CH:5][CH:4]=[CH:3][CH:2]=1.[Br-:16]. Product: [Br:16][CH:9]([C:10]1[CH:11]=[CH:12][CH:13]=[CH:14][CH:15]=1)[C:7](=[O:8])[C:1]1[CH:2]=[CH:3][CH:4]=[CH:5][CH:6]=1. The catalyst class is: 25. (3) Reactant: [NH2:1][C:2]1[C:7]([C:8]#[N:9])=[C:6]([C:10]2[CH:19]=[CH:18][C:13]3[O:14][CH2:15][CH2:16][O:17][C:12]=3[CH:11]=2)[C:5]([C:20]#[N:21])=[C:4](SC2C=CC=CC=2)[N:3]=1.[N:29]1[CH:34]=[CH:33][CH:32]=[CH:31][C:30]=1[CH2:35][NH2:36]. Product: [NH2:1][C:2]1[C:7]([C:8]#[N:9])=[C:6]([C:10]2[CH:19]=[CH:18][C:13]3[O:14][CH2:15][CH2:16][O:17][C:12]=3[CH:11]=2)[C:5]([C:20]#[N:21])=[C:4]([NH:36][CH2:35][C:30]2[CH:31]=[CH:32][CH:33]=[CH:34][N:29]=2)[N:3]=1. The catalyst class is: 3. (4) Reactant: N(C(OC(C)(C)C)=O)=NC(OC(C)(C)C)=O.[Cl:17][C:18]1[C:27]2[C:22](=[CH:23][C:24]([OH:30])=[C:25]([O:28][CH3:29])[CH:26]=2)[N:21]=[CH:20][N:19]=1.[CH3:31][N:32]1[CH2:37][CH2:36][N:35]([CH2:38][CH2:39][CH2:40]O)[CH2:34][CH2:33]1.C1(P(C2C=CC=CC=2)C2C=CC=CC=2)C=CC=CC=1. Product: [Cl:17][C:18]1[C:27]2[C:22](=[CH:23][C:24]([O:30][CH2:40][CH2:39][CH2:38][N:35]3[CH2:36][CH2:37][N:32]([CH3:31])[CH2:33][CH2:34]3)=[C:25]([O:28][CH3:29])[CH:26]=2)[N:21]=[CH:20][N:19]=1. The catalyst class is: 4. (5) Reactant: [CH3:1][C:2]1([CH3:10])[CH2:7][CH:6]([CH2:8][OH:9])[CH2:5][CH2:4][O:3]1.CC(OI1(OC(C)=O)(OC(C)=O)OC(=O)C2C=CC=CC1=2)=O. Product: [CH3:1][C:2]1([CH3:10])[CH2:7][CH:6]([CH:8]=[O:9])[CH2:5][CH2:4][O:3]1. The catalyst class is: 2. (6) Reactant: [H-].[Na+].CS(C)=O.[Br:7][C:8]1[C:12]2[N:13]=[C:14]([CH3:18])[N:15]=[C:16]([Cl:17])[C:11]=2[NH:10][C:9]=1[CH3:19].[CH3:20][Si:21]([CH3:28])([CH3:27])[CH2:22][CH2:23][O:24][CH2:25]Cl. Product: [Br:7][C:8]1[C:12]2[N:13]=[C:14]([CH3:18])[N:15]=[C:16]([Cl:17])[C:11]=2[N:10]([CH2:25][O:24][CH2:23][CH2:22][Si:21]([CH3:28])([CH3:27])[CH3:20])[C:9]=1[CH3:19]. The catalyst class is: 174.